Predict the reaction yield, written as a fraction of the theoretical maximum amount of product (1.0 means a 100% yield; for example, 0.34 means a 34% yield). From a dataset of Reaction yield outcomes from USPTO patents with 853,638 reactions. (1) The reactants are [CH:1]([C:4]1[CH:21]=[CH:20][CH:19]=[C:18]([CH:22]([CH3:24])[CH3:23])[C:5]=1[O:6][C:7]([C:9]1[CH:17]=[CH:16][CH:15]=[CH:14][C:10]=1[C:11](O)=[O:12])=[O:8])([CH3:3])[CH3:2].Cl.C([O:30][C:31](=[O:35])[CH2:32][CH2:33][NH2:34])(C)(C)C.C(N(C(C)C)CC)(C)C.F[P-](F)(F)(F)(F)F.N1(OC(N(C)C)=[N+](C)C)C2C=CC=CC=2N=N1. The catalyst is CN(C=O)C.C(OCC)(=O)C. The product is [CH:22]([C:18]1[CH:19]=[CH:20][CH:21]=[C:4]([CH:1]([CH3:3])[CH3:2])[C:5]=1[O:6][C:7]([C:9]1[CH:17]=[CH:16][CH:15]=[CH:14][C:10]=1[C:11]([NH:34][CH2:33][CH2:32][C:31]([OH:35])=[O:30])=[O:12])=[O:8])([CH3:24])[CH3:23]. The yield is 0.380. (2) The reactants are [Br:1][C:2]1[CH:3]=[C:4]([C:15]([O:17]C)=[O:16])[C:5]2[C:6]([F:14])=[CH:7][N:8]([CH:11]([CH3:13])[CH3:12])[C:9]=2[CH:10]=1.[OH-].[Li+].O.[Al]. The catalyst is O1CCCC1.CO. The product is [Br:1][C:2]1[CH:3]=[C:4]([C:15]([OH:17])=[O:16])[C:5]2[C:6]([F:14])=[CH:7][N:8]([CH:11]([CH3:12])[CH3:13])[C:9]=2[CH:10]=1. The yield is 0.760. (3) The reactants are [CH2:1]([N:5]([CH2:25][CH2:26][CH2:27][CH3:28])[C:6]1[CH:11]=[CH:10][C:9]([CH:12]=[CH:13][C:14]2[S:18][C:17]([CH:19]=[CH:20][CH:21]=O)=[CH:16][CH:15]=2)=[C:8]([O:23][CH3:24])[CH:7]=1)[CH2:2][CH2:3][CH3:4].[C:29]([C:31]1[C:32](=[C:47]([C:50]#[N:51])[C:48]#[N:49])[O:33][C:34]([C:41]2[CH:46]=[CH:45][CH:44]=[CH:43][CH:42]=2)([C:37]([F:40])([F:39])[F:38])[C:35]=1[CH3:36])#[N:30]. The yield is 0.555. The product is [CH2:25]([N:5]([CH2:1][CH2:2][CH2:3][CH3:4])[C:6]1[CH:11]=[CH:10][C:9]([CH:12]=[CH:13][C:14]2[S:18][C:17]([CH:19]=[CH:20][CH:21]=[CH:36][C:35]3[C:34]([C:41]4[CH:46]=[CH:45][CH:44]=[CH:43][CH:42]=4)([C:37]([F:40])([F:38])[F:39])[O:33][C:32](=[C:47]([C:50]#[N:51])[C:48]#[N:49])[C:31]=3[C:29]#[N:30])=[CH:16][CH:15]=2)=[C:8]([O:23][CH3:24])[CH:7]=1)[CH2:26][CH2:27][CH3:28]. The catalyst is C(O)C. (4) The reactants are [N:1]1[CH:6]=[CH:5][CH:4]=[CH:3][C:2]=1[CH:7]=[CH:8][C:9]1[C:17]2[C:12](=[N:13][CH:14]=[C:15]([C:18]3[CH:19]=[C:20]([OH:24])[CH:21]=[CH:22][CH:23]=3)[CH:16]=2)[NH:11][CH:10]=1.CO.C(Cl)Cl.CN(C=O)C. The catalyst is [Pd].CO.C(Cl)Cl. The product is [N:1]1[CH:6]=[CH:5][CH:4]=[CH:3][C:2]=1[CH2:7][CH2:8][C:9]1[C:17]2[C:12](=[N:13][CH:14]=[C:15]([C:18]3[CH:19]=[C:20]([OH:24])[CH:21]=[CH:22][CH:23]=3)[CH:16]=2)[NH:11][CH:10]=1. The yield is 0.600. (5) The reactants are [CH3:1][O:2][C:3]([C:5]1[N:6](C(OC(C)(C)C)=O)[C:7]2[C:12]([CH:13]=1)=[CH:11][C:10]([CH2:14][O:15][C:16](=[O:18])[CH3:17])=[CH:9][C:8]=2[N+:19]([O-:21])=[O:20])=[O:4].Cl. The catalyst is ClCCl. The product is [CH3:1][O:2][C:3]([C:5]1[NH:6][C:7]2[C:12]([CH:13]=1)=[CH:11][C:10]([CH2:14][O:15][C:16](=[O:18])[CH3:17])=[CH:9][C:8]=2[N+:19]([O-:21])=[O:20])=[O:4]. The yield is 1.00.